From a dataset of Full USPTO retrosynthesis dataset with 1.9M reactions from patents (1976-2016). Predict the reactants needed to synthesize the given product. (1) Given the product [F:27][C:25]1[CH:26]=[C:22]([C:20]2[N:21]=[C:17]([C@H:13]3[CH2:14][CH2:15][CH2:16][NH:11][CH2:12]3)[O:18][CH:19]=2)[NH:23][CH:24]=1, predict the reactants needed to synthesize it. The reactants are: C(OC([N:11]1[CH2:16][CH2:15][CH2:14][C@H:13]([C:17]2[O:18][CH:19]=[C:20]([C:22]3[NH:23][CH:24]=[C:25]([F:27])[CH:26]=3)[N:21]=2)[CH2:12]1)=O)C1C=CC=CC=1.C([O-])=O.[NH4+]. (2) Given the product [CH:1]1([N:7]2[C:11](=[O:12])[CH:10]=[C:9]([CH3:15])[N:8]2[CH3:13])[CH2:6][CH2:5][CH2:4][CH2:3][CH2:2]1, predict the reactants needed to synthesize it. The reactants are: [CH:1]1([N:7]2[C:11](=[O:12])[CH2:10][CH2:9][N:8]2[CH3:13])[CH2:6][CH2:5][CH2:4][CH2:3][CH2:2]1.I[CH3:15].